Dataset: Catalyst prediction with 721,799 reactions and 888 catalyst types from USPTO. Task: Predict which catalyst facilitates the given reaction. (1) Reactant: [S:1]1[CH:5]=[CH:4][CH:3]=[C:2]1[CH:6]=O.[C:8]([CH2:10][C:11]([NH2:13])=[S:12])#[N:9].CN1CCOCC1. Product: [C:8]([C:10](=[CH:6][C:2]1[S:1][CH:5]=[CH:4][CH:3]=1)[C:11]([NH2:13])=[S:12])#[N:9]. The catalyst class is: 8. (2) Reactant: [Mg].Br[CH2:3][C:4]1[CH:9]=[C:8]([Cl:10])[CH:7]=[CH:6][C:5]=1[F:11].[F:12][CH:13]1[C:18](=[O:19])[CH2:17][CH2:16][N:15]([C:20]([O:22][C:23]([CH3:26])([CH3:25])[CH3:24])=[O:21])[CH2:14]1. Product: [Cl:10][C:8]1[CH:7]=[CH:6][C:5]([F:11])=[C:4]([CH:9]=1)[CH2:3][C:18]1([OH:19])[CH2:17][CH2:16][N:15]([C:20]([O:22][C:23]([CH3:24])([CH3:26])[CH3:25])=[O:21])[CH2:14][CH:13]1[F:12]. The catalyst class is: 27.